Dataset: Peptide-MHC class II binding affinity with 134,281 pairs from IEDB. Task: Regression. Given a peptide amino acid sequence and an MHC pseudo amino acid sequence, predict their binding affinity value. This is MHC class II binding data. (1) The peptide sequence is DISWESDAEITGSSERV. The MHC is DRB4_0101 with pseudo-sequence DRB4_0103. The binding affinity (normalized) is 0. (2) The peptide sequence is GLDFSEVSNVQRLMR. The MHC is DRB1_0405 with pseudo-sequence DRB1_0405. The binding affinity (normalized) is 0.544. (3) The peptide sequence is RCALHWFPGSHLLAC. The MHC is HLA-DPA10201-DPB10501 with pseudo-sequence HLA-DPA10201-DPB10501. The binding affinity (normalized) is 0.0519. (4) The peptide sequence is ILMTATPPGTSDEFP. The MHC is HLA-DQA10501-DQB10402 with pseudo-sequence HLA-DQA10501-DQB10402. The binding affinity (normalized) is 0.385. (5) The peptide sequence is DVVPEKYTIGATYAP. The MHC is DRB1_0401 with pseudo-sequence DRB1_0401. The binding affinity (normalized) is 0.472. (6) The peptide sequence is FFVFLALAGRSCTEE. The MHC is DRB1_0901 with pseudo-sequence DRB1_0901. The binding affinity (normalized) is 0.